The task is: Predict the product of the given reaction.. This data is from Forward reaction prediction with 1.9M reactions from USPTO patents (1976-2016). (1) Given the reactants [OH:1][N:2]=[C:3]([C:5]1[CH:13]=[CH:12][C:11]2[NH:10][C:9]3[CH:14]([CH2:17][C:18]([O:20][CH2:21][CH3:22])=[O:19])[CH2:15][CH2:16][C:8]=3[C:7]=2[CH:6]=1)[NH2:4].[C:23]([C:25]1[CH:26]=[C:27]([CH:31]=[CH:32][C:33]=1[O:34][C:35]([F:38])([F:37])[F:36])[C:28](Cl)=O)#[N:24], predict the reaction product. The product is: [C:23]([C:25]1[CH:26]=[C:27]([C:28]2[O:1][N:2]=[C:3]([C:5]3[CH:13]=[CH:12][C:11]4[NH:10][C:9]5[CH:14]([CH2:17][C:18]([O:20][CH2:21][CH3:22])=[O:19])[CH2:15][CH2:16][C:8]=5[C:7]=4[CH:6]=3)[N:4]=2)[CH:31]=[CH:32][C:33]=1[O:34][C:35]([F:36])([F:37])[F:38])#[N:24]. (2) Given the reactants [N:1]1[CH:6]=[CH:5][CH:4]=[CH:3][C:2]=1[C:7]1[O:11][CH:10]=[N:9][CH:8]=1.[CH3:12][S:13][C:14]1[CH:19]=[CH:18][C:17]([CH2:20][CH2:21][CH2:22][CH2:23][CH2:24][CH2:25][C:26](O)=[O:27])=[CH:16][CH:15]=1, predict the reaction product. The product is: [O:27]=[C:26]([C:10]1[O:11][C:7]([C:2]2[CH:3]=[CH:4][CH:5]=[CH:6][N:1]=2)=[CH:8][N:9]=1)[CH2:25][CH2:24][CH2:23][CH2:22][CH2:21][CH2:20][C:17]1[CH:16]=[CH:15][C:14]([S:13][CH3:12])=[CH:19][CH:18]=1. (3) Given the reactants Cl[CH2:2][C:3]([NH:5][C:6]1[CH:14]=[CH:13][C:9]2[NH:10][CH:11]=[N:12][C:8]=2[CH:7]=1)=[O:4].[CH2:15]([CH:22]1[CH2:27][CH2:26][NH:25][CH2:24][CH2:23]1)[C:16]1[CH:21]=[CH:20][CH:19]=[CH:18][CH:17]=1, predict the reaction product. The product is: [CH2:15]([CH:22]1[CH2:27][CH2:26][N:25]([CH2:2][C:3]([NH:5][C:6]2[CH:14]=[CH:13][C:9]3[NH:10][CH:11]=[N:12][C:8]=3[CH:7]=2)=[O:4])[CH2:24][CH2:23]1)[C:16]1[CH:21]=[CH:20][CH:19]=[CH:18][CH:17]=1. (4) The product is: [F:1][C:2]1[CH:3]=[CH:4][C:5]([N:8]2[C:16]3[CH:15]=[C:14]4[CH2:17][CH2:18][C@H:19]5[C:24]([C@@:13]4([CH3:29])[CH2:12][C:11]=3[CH:10]=[N:9]2)=[CH:23][CH2:22][CH2:21][CH:20]5[CH:25]=[O:26])=[CH:6][CH:7]=1. Given the reactants [F:1][C:2]1[CH:7]=[CH:6][C:5]([N:8]2[C:16]3[CH:15]=[C:14]4[CH2:17][CH2:18][C@H:19]5[C:24]([C@@:13]4([CH3:29])[CH2:12][C:11]=3[CH:10]=[N:9]2)=[CH:23][CH2:22][CH2:21][C@H:20]5[C:25](OC)=[O:26])=[CH:4][CH:3]=1.FC1C=CC(N2C3C=C4CC[C@H]5C([C@@]4(C)CC=3C=N2)=CCC[C@@H]5C(OC)=O)=CC=1.[H-].[H-].[H-].[H-].[Li+].[Al+3], predict the reaction product. (5) Given the reactants [Cl-:1].[CH3:2][N+:3]([CH3:14])([CH2:6][C:7]1([CH3:13])[CH2:11][O:10][C:9](=[O:12])[NH:8]1)[CH2:4][CH3:5].C(O[Cl:20])(C)(C)C, predict the reaction product. The product is: [Cl-:20].[Cl:1][N:8]1[C:7]([CH2:6][N+:3]([CH3:2])([CH3:14])[CH2:4][CH3:5])([CH3:13])[CH2:11][O:10][C:9]1=[O:12]. (6) Given the reactants [C:1]1([C:39]2[CH:44]=[CH:43][CH:42]=[CH:41][CH:40]=2)[CH:6]=[CH:5][CH:4]=[C:3]([CH2:7][N:8]2[C:12]3[CH:13]=[CH:14][C:15]([O:17][CH2:18][C:19]4[CH:28]=[CH:27][C:26]5[C:21](=[CH:22][CH:23]=[CH:24][CH:25]=5)[N:20]=4)=[CH:16][C:11]=3[N:10]=[C:9]2[CH2:29][C:30]2([C:35]([O:37]C)=[O:36])[CH2:34][CH2:33][CH2:32][CH2:31]2)[CH:2]=1.C1COCC1.[Li+].[OH-].Cl, predict the reaction product. The product is: [C:1]1([C:39]2[CH:40]=[CH:41][CH:42]=[CH:43][CH:44]=2)[CH:6]=[CH:5][CH:4]=[C:3]([CH2:7][N:8]2[C:12]3[CH:13]=[CH:14][C:15]([O:17][CH2:18][C:19]4[CH:28]=[CH:27][C:26]5[C:21](=[CH:22][CH:23]=[CH:24][CH:25]=5)[N:20]=4)=[CH:16][C:11]=3[N:10]=[C:9]2[CH2:29][C:30]2([C:35]([OH:37])=[O:36])[CH2:34][CH2:33][CH2:32][CH2:31]2)[CH:2]=1. (7) Given the reactants [OH:1][CH:2]1[CH2:5][N:4]([C:6](=[O:19])[C@@H:7]([NH:11]C(=O)OC(C)(C)C)[CH2:8][CH2:9][CH3:10])[CH2:3]1.C(O)(C(F)(F)F)=O, predict the reaction product. The product is: [NH2:11][C@@H:7]([CH2:8][CH2:9][CH3:10])[C:6]([N:4]1[CH2:3][CH:2]([OH:1])[CH2:5]1)=[O:19]. (8) Given the reactants [NH:1]1[C:9]2[C:4](=[CH:5][CH:6]=[CH:7][CH:8]=2)[CH:3]=[CH:2]1.[CH3:10][N:11]1[C:15](=[O:16])[CH:14]=[CH:13][C:12]1=[O:17], predict the reaction product. The product is: [NH:1]1[C:9]2[C:4](=[CH:5][CH:6]=[CH:7][CH:8]=2)[C:3]([CH:13]2[CH2:14][C:15](=[O:16])[N:11]([CH3:10])[C:12]2=[O:17])=[CH:2]1. (9) Given the reactants Br[C:2]1[CH:3]=[CH:4][C:5]([NH:13][C:14]2[C:19]([C:20]([F:23])([F:22])[F:21])=[CH:18][N:17]=[C:16]([NH:24][C:25]3[CH:39]=[CH:38][C:28]([CH2:29][P:30](=[O:37])([O:34][CH2:35][CH3:36])[O:31][CH2:32][CH3:33])=[CH:27][CH:26]=3)[N:15]=2)=[C:6]2[C:10]=1[CH2:9][N:8]([CH3:11])[C:7]2=[O:12].[NH:40]1[CH2:45][CH2:44][S:43](=[O:47])(=[O:46])[CH2:42][CH2:41]1.C([O-])([O-])=O.[Cs+].[Cs+].[O-]P([O-])([O-])=O.[K+].[K+].[K+], predict the reaction product. The product is: [O:46]=[S:43]1(=[O:47])[CH2:44][CH2:45][N:40]([C:2]2[CH:3]=[CH:4][C:5]([NH:13][C:14]3[C:19]([C:20]([F:23])([F:22])[F:21])=[CH:18][N:17]=[C:16]([NH:24][C:25]4[CH:39]=[CH:38][C:28]([CH2:29][P:30](=[O:37])([O:34][CH2:35][CH3:36])[O:31][CH2:32][CH3:33])=[CH:27][CH:26]=4)[N:15]=3)=[C:6]3[C:10]=2[CH2:9][N:8]([CH3:11])[C:7]3=[O:12])[CH2:41][CH2:42]1.